Task: Predict the reaction yield, written as a fraction of the theoretical maximum amount of product (1.0 means a 100% yield; for example, 0.34 means a 34% yield).. Dataset: Reaction yield outcomes from USPTO patents with 853,638 reactions (1) The reactants are [NH2:1][C:2]1[N:7]=[CH:6][C:5]([C:8]2[CH:9]=[C:10]([NH2:19])[C:11]([NH:14][C:15]([CH3:18])([CH3:17])[CH3:16])=[CH:12][CH:13]=2)=[CH:4][N:3]=1.[Cl:20][C:21]1[CH:22]=[CH:23][C:24]([C:29]2[O:33][N:32]=[C:31]([CH3:34])[N:30]=2)=[C:25]([CH:28]=1)[CH:26]=O.OOS([O-])=O.[K+]. The catalyst is CN(C=O)C.O. The product is [C:15]([N:14]1[C:11]2[CH:12]=[CH:13][C:8]([C:5]3[CH:4]=[N:3][C:2]([NH2:1])=[N:7][CH:6]=3)=[CH:9][C:10]=2[N:19]=[C:26]1[C:25]1[CH:28]=[C:21]([Cl:20])[CH:22]=[CH:23][C:24]=1[C:29]1[O:33][N:32]=[C:31]([CH3:34])[N:30]=1)([CH3:16])([CH3:18])[CH3:17]. The yield is 0.450. (2) The reactants are [Br:1][C:2]1[CH:7]=[CH:6][C:5]([CH:8]2[O:13][CH2:12][CH2:11][NH:10][CH2:9]2)=[CH:4][CH:3]=1.C(N(CC)C(C)C)(C)C.[C:23](O[C:23]([O:25][C:26]([CH3:29])([CH3:28])[CH3:27])=[O:24])([O:25][C:26]([CH3:29])([CH3:28])[CH3:27])=[O:24]. The catalyst is C1COCC1. The product is [Br:1][C:2]1[CH:3]=[CH:4][C:5]([CH:8]2[O:13][CH2:12][CH2:11][N:10]([C:23]([O:25][C:26]([CH3:29])([CH3:28])[CH3:27])=[O:24])[CH2:9]2)=[CH:6][CH:7]=1. The yield is 0.920. (3) The reactants are [Cl:1][C:2]1[CH:11]=[CH:10][C:5]2[N:6]=[C:7]([NH2:9])[S:8][C:4]=2[CH:3]=1.[C:12](N1C=CN=C1)([N:14]1[CH:18]=[CH:17][N:16]=[CH:15]1)=[S:13]. The catalyst is C(#N)C. The product is [Cl:1][C:2]1[CH:11]=[CH:10][C:5]2[N:6]=[C:7]([NH:9][C:12]([N:14]3[CH:18]=[CH:17][N:16]=[CH:15]3)=[S:13])[S:8][C:4]=2[CH:3]=1. The yield is 0.640. (4) The yield is 0.550. The catalyst is CN(C)C=O. The product is [CH2:27]([NH:29][CH2:2][C:3]([NH:5][C:6]1[CH:19]=[CH:18][C:17]2[C:16](=[O:20])[C:15]3[C:10](=[CH:11][C:12]([NH:21][C:22](=[O:25])[CH2:23][NH:30][CH2:31][CH3:32])=[CH:13][CH:14]=3)[C:9](=[O:26])[C:8]=2[CH:7]=1)=[O:4])[CH3:28]. The reactants are Cl[CH2:2][C:3]([NH:5][C:6]1[CH:19]=[CH:18][C:17]2[C:16](=[O:20])[C:15]3[C:10](=[CH:11][C:12]([NH:21][C:22](=[O:25])[CH2:23]Cl)=[CH:13][CH:14]=3)[C:9](=[O:26])[C:8]=2[CH:7]=1)=[O:4].[CH2:27]([NH2:29])[CH3:28].[N:30]1C=CC=[CH:32][CH:31]=1. (5) The reactants are O.ON1C2C=CC=CC=2N=N1.[F:12][C:13]([F:19])([F:18])[CH2:14][C:15](O)=[O:16].[C:20]([O:24][C:25](=[O:43])[N:26]([C@:28]([C:35]1[CH:40]=[CH:39][C:38]([Cl:41])=[C:37]([Cl:42])[CH:36]=1)([CH2:32][CH:33]=[CH2:34])[CH2:29][NH:30][CH3:31])[CH3:27])([CH3:23])([CH3:22])[CH3:21].O. The catalyst is O1CCCC1. The product is [C:20]([O:24][C:25](=[O:43])[N:26]([C@:28]([C:35]1[CH:40]=[CH:39][C:38]([Cl:41])=[C:37]([Cl:42])[CH:36]=1)([CH2:32][CH:33]=[CH2:34])[CH2:29][N:30]([CH3:31])[C:15](=[O:16])[CH2:14][C:13]([F:19])([F:18])[F:12])[CH3:27])([CH3:21])([CH3:22])[CH3:23]. The yield is 0.697. (6) The reactants are O.C1(C)C=CC(S(O)(=O)=O)=CC=1.[CH3:13][O:14][C:15](=[O:36])[CH2:16][O:17][CH2:18][C:19]#[C:20][CH2:21][N:22]1[C:27](=[O:28])[CH2:26][CH2:25][CH2:24][C@@H:23]1[CH2:29][O:30]C(OCC)C. The catalyst is CO. The product is [CH3:13][O:14][C:15](=[O:36])[CH2:16][O:17][CH2:18][C:19]#[C:20][CH2:21][N:22]1[C:27](=[O:28])[CH2:26][CH2:25][CH2:24][C@@H:23]1[CH2:29][OH:30]. The yield is 0.260.